Dataset: Full USPTO retrosynthesis dataset with 1.9M reactions from patents (1976-2016). Task: Predict the reactants needed to synthesize the given product. (1) Given the product [CH3:1][O:2][C:3]([C:5]1[CH:6]=[C:7]2[CH:13]=[C:12]([C:14]([C:21]3[CH:26]=[CH:25][C:24]([C:27]([CH3:28])([O:29][CH:30]4[CH2:35][CH2:34][CH2:33][CH2:32][O:31]4)[CH3:36])=[C:23]([F:37])[CH:22]=3)=[CH:15][CH:16]3[CH2:17][CH2:18][CH2:19][CH2:20]3)[NH:11][C:8]2=[N:9][CH:10]=1)=[O:4], predict the reactants needed to synthesize it. The reactants are: [CH3:1][O:2][C:3]([C:5]1[CH:6]=[C:7]2[CH:13]=[C:12]([C:14]([C:21]3[CH:26]=[CH:25][C:24]([C:27]([CH3:36])([O:29][CH:30]4[CH2:35][CH2:34][CH2:33][CH2:32][O:31]4)[CH3:28])=[C:23]([F:37])[CH:22]=3)=[CH:15][CH:16]3[CH2:20][CH2:19][CH2:18][CH2:17]3)[N:11](S(C3C=CC=CC=3)(=O)=O)[C:8]2=[N:9][CH:10]=1)=[O:4].[F-].C([N+](CCCC)(CCCC)CCCC)CCC. (2) Given the product [CH3:23][O:1][C:2]1[CH:3]=[C:4]2[C:9](=[CH:10][CH:11]=1)[CH:8]=[C:7]([S:12]([O-:15])(=[O:13])=[O:14])[CH:6]=[CH:5]2.[Na+:16], predict the reactants needed to synthesize it. The reactants are: [OH:1][C:2]1[CH:3]=[C:4]2[C:9](=[CH:10][CH:11]=1)[CH:8]=[C:7]([S:12]([O-:15])(=[O:14])=[O:13])[CH:6]=[CH:5]2.[Na+:16].[OH-].[Na+].S(OC)(O[CH3:23])(=O)=O.[Na+].[Cl-]. (3) Given the product [OH:44][CH2:43][CH2:42][O:41][C:37]1[CH:36]=[C:35]([C:9]2[CH:32]=[CH:31][C:12]3[N:13]=[C:14]([NH:16][C:17]4[CH:22]=[CH:21][N:20]=[C:19]([NH:23][C@H:24]5[CH2:25][CH2:26][C@H:27]([OH:30])[CH2:28][CH2:29]5)[N:18]=4)[S:15][C:11]=3[CH:10]=2)[CH:40]=[N:39][CH:38]=1, predict the reactants needed to synthesize it. The reactants are: CC1(C)C(C)(C)OB([C:9]2[CH:32]=[CH:31][C:12]3[N:13]=[C:14]([NH:16][C:17]4[CH:22]=[CH:21][N:20]=[C:19]([NH:23][C@H:24]5[CH2:29][CH2:28][C@H:27]([OH:30])[CH2:26][CH2:25]5)[N:18]=4)[S:15][C:11]=3[CH:10]=2)O1.Br[C:35]1[CH:36]=[C:37]([O:41][CH2:42][CH2:43][OH:44])[CH:38]=[N:39][CH:40]=1.C(=O)([O-])[O-].[Cs+].[Cs+].FC(F)(F)C(O)=O.